This data is from Reaction yield outcomes from USPTO patents with 853,638 reactions. The task is: Predict the reaction yield, written as a fraction of the theoretical maximum amount of product (1.0 means a 100% yield; for example, 0.34 means a 34% yield). (1) The catalyst is C1COCC1. The product is [CH2:7]([N:14]1[CH2:19][CH2:18][N:17]([CH2:20][C:21]2[CH:26]=[CH:25][CH:24]=[CH:23][CH:22]=2)[CH2:16][CH:15]1[CH2:27][NH2:29])[C:8]1[CH:9]=[CH:10][CH:11]=[CH:12][CH:13]=1. The reactants are [H-].[H-].[H-].[H-].[Li+].[Al+3].[CH2:7]([N:14]1[CH2:19][CH2:18][N:17]([CH2:20][C:21]2[CH:26]=[CH:25][CH:24]=[CH:23][CH:22]=2)[CH2:16][CH:15]1[C:27]([NH2:29])=O)[C:8]1[CH:13]=[CH:12][CH:11]=[CH:10][CH:9]=1. The yield is 0.990. (2) The reactants are [CH3:1][C:2]([C:5]1[C:10]([C:11]2[CH:16]=[C:15]([O:17][CH3:18])[CH:14]=[CH:13][C:12]=2[F:19])=[CH:9][C:8]([CH2:20][O:21][C:22]2[CH:27]=[CH:26][C:25]([C@H:28]([CH2:34][CH:35]([CH3:37])[CH3:36])[CH2:29][C:30]([O:32]C)=[O:31])=[CH:24][CH:23]=2)=[CH:7][CH:6]=1)([CH3:4])[CH3:3].C1COCC1.CCO.[OH-].[Na+]. No catalyst specified. The product is [CH3:4][C:2]([C:5]1[C:10]([C:11]2[CH:16]=[C:15]([O:17][CH3:18])[CH:14]=[CH:13][C:12]=2[F:19])=[CH:9][C:8]([CH2:20][O:21][C:22]2[CH:23]=[CH:24][C:25]([C@H:28]([CH2:34][CH:35]([CH3:37])[CH3:36])[CH2:29][C:30]([OH:32])=[O:31])=[CH:26][CH:27]=2)=[CH:7][CH:6]=1)([CH3:1])[CH3:3]. The yield is 0.800. (3) The reactants are [NH2:1][C:2]1[CH:3]=[C:4]([CH:21]=[CH:22][C:23]=1[CH3:24])[O:5][C:6]1[CH:7]=[CH:8][C:9]2[N:10]([CH:12]=[C:13]([NH:15][C:16]([CH:18]3[CH2:20][CH2:19]3)=[O:17])[N:14]=2)[N:11]=1.Cl.[N:26]1[CH:31]=[CH:30][CH:29]=[CH:28][C:27]=1[CH2:32][C:33](O)=[O:34].C(N(CC)CC)C.P(C#N)(OCC)(OCC)=O.C(=O)([O-])O.[Na+]. The catalyst is CN(C)C=O. The product is [CH3:24][C:23]1[CH:22]=[CH:21][C:4]([O:5][C:6]2[CH:7]=[CH:8][C:9]3[N:10]([CH:12]=[C:13]([NH:15][C:16]([CH:18]4[CH2:20][CH2:19]4)=[O:17])[N:14]=3)[N:11]=2)=[CH:3][C:2]=1[NH:1][C:33](=[O:34])[CH2:32][C:27]1[CH:28]=[CH:29][CH:30]=[CH:31][N:26]=1. The yield is 0.410. (4) The reactants are [F:1][CH:2]([F:32])[C:3]1[C:4]([C:26]2[CH:27]=[N:28][N:29]([CH3:31])[CH:30]=2)=[CH:5][C:6]([F:25])=[C:7]([NH:9][C:10]2[C:14]3[CH2:15][NH:16][CH2:17][CH2:18][C:13]=3[N:12]([CH:19]3[CH2:24][CH2:23][O:22][CH2:21][CH2:20]3)[N:11]=2)[CH:8]=1.[N:33]1[CH:38]=CC=C[CH:34]=1.C1C([N+]([O-])=[O:46])=CC=C([Cl-]C([O-])=O)C=1.CN.C1COCC1. The catalyst is CN(C=O)C. The product is [F:32][CH:2]([F:1])[C:3]1[C:4]([C:26]2[CH:27]=[N:28][N:29]([CH3:31])[CH:30]=2)=[CH:5][C:6]([F:25])=[C:7]([CH:8]=1)[NH:9][C:10]1[C:14]2[CH2:15][N:16]([C:34]([NH:33][CH3:38])=[O:46])[CH2:17][CH2:18][C:13]=2[N:12]([CH:19]2[CH2:20][CH2:21][O:22][CH2:23][CH2:24]2)[N:11]=1. The yield is 0.190. (5) The reactants are [O:1]1[CH2:3][CH:2]1[CH2:4][N:5]([CH2:15][CH:16]1[CH2:18][O:17]1)[S:6]([C:9]1[CH:14]=[CH:13][CH:12]=[CH:11][CH:10]=1)(=[O:8])=[O:7].S(=O)(=O)(O)[OH:20].[Cl-].[Na+]. The catalyst is O1CCCC1. The product is [OH:17][CH2:18][C@H:16]1[O:20][C@@H:2]([CH2:3][OH:1])[CH2:4][N:5]([S:6]([C:9]2[CH:10]=[CH:11][CH:12]=[CH:13][CH:14]=2)(=[O:7])=[O:8])[CH2:15]1. The yield is 0.250.